From a dataset of Full USPTO retrosynthesis dataset with 1.9M reactions from patents (1976-2016). Predict the reactants needed to synthesize the given product. Given the product [N:12]1([CH2:11][C:8]2[CH:9]=[CH:10][C:5]([CH2:4][CH2:3][OH:2])=[CH:6][CH:7]=2)[CH2:16][CH2:15][CH2:14][CH2:13]1, predict the reactants needed to synthesize it. The reactants are: C[O:2][C:3](=O)[CH2:4][C:5]1[CH:10]=[CH:9][C:8]([CH2:11][N:12]2[CH2:16][CH2:15][CH2:14][CH2:13]2)=[CH:7][CH:6]=1.[H-].[H-].[H-].[H-].[Li+].[Al+3].